From a dataset of Forward reaction prediction with 1.9M reactions from USPTO patents (1976-2016). Predict the product of the given reaction. (1) Given the reactants Cl[C:2]1([C:13]2[CH:18]=[CH:17][CH:16]=[CH:15][C:14]=2[O:19][CH3:20])[C:10]2[C:5](=[CH:6][CH:7]=[C:8]([Cl:11])[CH:9]=2)[NH:4][C:3]1=[O:12].FC(F)(F)C(O)=O.[NH2:28][C@@H:29]([CH2:35][C:36]1[C:44]2[C:39](=[CH:40][CH:41]=[CH:42][CH:43]=2)[NH:38][CH:37]=1)[C:30]([N:32]([CH3:34])[CH3:33])=[O:31], predict the reaction product. The product is: [Cl:11][C:8]1[CH:9]=[C:10]2[C:5](=[CH:6][CH:7]=1)[NH:4][C:3](=[O:12])[C:2]2([NH:28][C@@H:29]([CH2:35][C:36]1[C:44]2[C:39](=[CH:40][CH:41]=[CH:42][CH:43]=2)[NH:38][CH:37]=1)[C:30]([N:32]([CH3:34])[CH3:33])=[O:31])[C:13]1[CH:18]=[CH:17][CH:16]=[CH:15][C:14]=1[O:19][CH3:20]. (2) Given the reactants [CH2:1]([N:8]1[CH2:12][CH:11]([CH2:13]O)[CH:10]([CH2:15][OH:16])[CH2:9]1)[C:2]1[CH:7]=[CH:6][CH:5]=[CH:4][CH:3]=1.O.C1(C)C=CC(S(O)(=O)=O)=CC=1.[OH-].[Na+], predict the reaction product. The product is: [CH2:1]([N:8]1[CH2:9][CH:10]2[CH2:15][O:16][CH2:13][CH:11]2[CH2:12]1)[C:2]1[CH:3]=[CH:4][CH:5]=[CH:6][CH:7]=1.